This data is from Catalyst prediction with 721,799 reactions and 888 catalyst types from USPTO. The task is: Predict which catalyst facilitates the given reaction. (1) Reactant: B(F)(F)F.CCOCC.[N+](=[CH:12][C:13]([O:15][CH2:16][CH3:17])=[O:14])=[N-].[CH3:18][C:19]1([CH:25]=[O:26])[CH2:24][CH2:23][O:22][CH2:21][CH2:20]1.[Na+].[Cl-]. Product: [CH2:16]([O:15][C:13](=[O:14])[CH2:12][C:25]([C:19]1([CH3:18])[CH2:24][CH2:23][O:22][CH2:21][CH2:20]1)=[O:26])[CH3:17]. The catalyst class is: 2. (2) The catalyst class is: 11. Product: [CH3:13][C:7]1[CH:8]=[C:9]2[C:4](=[CH:5][CH:6]=1)[N:3]=[C:2]([N:17]1[CH2:18][C:19]3[CH:24]=[CH:23][CH:22]=[CH:21][C:20]=3[S:14](=[O:25])[CH2:15][CH2:16]1)[NH:11][C:10]2=[O:12]. Reactant: Cl[C:2]1[NH:11][C:10](=[O:12])[C:9]2[C:4](=[CH:5][CH:6]=[C:7]([CH3:13])[CH:8]=2)[N:3]=1.[S:14]1(=[O:25])[C:20]2[CH:21]=[CH:22][CH:23]=[CH:24][C:19]=2[CH2:18][NH:17][CH2:16][CH2:15]1.C(N(CC)CC)C. (3) Reactant: [CH2:1]([O:8][C:9]([N:11]1[CH2:16][CH2:15][N:14]([C:17]2[CH:22]=[CH:21][C:20]([N:23]3[CH2:27][CH:26]([CH2:28]OS(C4C=CC(C)=CC=4)(=O)=O)[O:25][C:24]3=[O:40])=[CH:19][C:18]=2[F:41])[CH2:13][CH2:12]1)=[O:10])[C:2]1[CH:7]=[CH:6][CH:5]=[CH:4][CH:3]=1.[N-:42]=[N+:43]=[N-:44].[Na+]. Product: [N:42]([CH2:28][C@@H:26]1[O:25][C:24](=[O:40])[N:23]([C:20]2[CH:21]=[CH:22][C:17]([N:14]3[CH2:15][CH2:16][N:11]([C:9]([O:8][CH2:1][C:2]4[CH:7]=[CH:6][CH:5]=[CH:4][CH:3]=4)=[O:10])[CH2:12][CH2:13]3)=[C:18]([F:41])[CH:19]=2)[CH2:27]1)=[N+:43]=[N-:44]. The catalyst class is: 31. (4) Reactant: [CH2:1]([O:3][C:4]([C:6]1([C:9]2[CH:14]=[CH:13][C:12]([C:15]3[CH:20]=[CH:19][C:18]([C:21]4[S:22][C:23]([Cl:29])=[CH:24][C:25]=4C(=O)N)=[CH:17][N:16]=3)=[CH:11][CH:10]=2)[CH2:8][CH2:7]1)=[O:5])[CH3:2].[N:30]1[CH:35]=CC=CC=1.FC(F)(F)C(OI(C1C=CC=CC=1)OC(=O)C(F)(F)F)=[O:39].[CH3:57][C:58]1[C:59]([CH:63]([OH:65])[CH3:64])=[CH:60][S:61][CH:62]=1. Product: [CH2:1]([O:3][C:4]([C:6]1([C:9]2[CH:14]=[CH:13][C:12]([C:15]3[CH:20]=[CH:19][C:18]([C:21]4[S:22][C:23]([Cl:29])=[CH:24][C:25]=4[NH:30][C:35]([O:65][CH:63]([C:59]4[C:58]([CH3:57])=[CH:62][S:61][CH:60]=4)[CH3:64])=[O:39])=[CH:17][N:16]=3)=[CH:11][CH:10]=2)[CH2:8][CH2:7]1)=[O:5])[CH3:2]. The catalyst class is: 727. (5) Product: [N:31]1[C:32]2[C:27](=[CH:26][C:25]([CH2:24][N:21]3[C:19]4=[N:20][C:15]([C:13]5[CH:12]=[N:11][N:10]([CH2:9][CH2:8][OH:7])[CH:14]=5)=[CH:16][CH:17]=[C:18]4[N:23]=[CH:35]3)=[CH:34][CH:33]=2)[CH:28]=[CH:29][CH:30]=1. Reactant: O1CCCCC1[O:7][CH2:8][CH2:9][N:10]1[CH:14]=[C:13]([C:15]2[N:20]=[C:19]3[N:21]([CH2:24][C:25]4[CH:26]=[C:27]5[C:32](=[CH:33][CH:34]=4)[N:31]=[CH:30][CH:29]=[CH:28]5)N=[N:23][C:18]3=[CH:17][CH:16]=2)[CH:12]=[N:11]1.[C:35]12(CS(O)(=O)=O)C(C)(C)C(CC1)CC2=O.CO. The catalyst class is: 6. (6) Reactant: [C:1]([C:5]1[N:29]([C:30]([NH2:32])=[O:31])[C:8]2=[C:9]([Cl:28])[N:10]=[C:11]([N+:25]([O-])=O)[C:12]([O:13][C@@H:14]([C:16]3[C:21]([Cl:22])=[CH:20][CH:19]=[C:18]([F:23])[C:17]=3[Cl:24])[CH3:15])=[C:7]2[CH:6]=1)([CH3:4])([CH3:3])[CH3:2]. Product: [C:1]([C:5]1[N:29]([C:30]([NH2:32])=[O:31])[C:8]2=[C:9]([Cl:28])[N:10]=[C:11]([NH2:25])[C:12]([O:13][C@@H:14]([C:16]3[C:21]([Cl:22])=[CH:20][CH:19]=[C:18]([F:23])[C:17]=3[Cl:24])[CH3:15])=[C:7]2[CH:6]=1)([CH3:2])([CH3:3])[CH3:4]. The catalyst class is: 183. (7) Reactant: [OH:1][N:2]=[CH:3][C:4]1[O:8][C:7]([CH3:9])=[C:6]([C:10]([O:12][CH3:13])=[O:11])[CH:5]=1.[Cl:14][C:15]1[CH:20]=[C:19]([C:21]([C:23]([F:26])([F:25])[F:24])=[CH2:22])[CH:18]=[C:17]([Cl:27])[CH:16]=1.[O-]Cl.[Na+].C(N(CC)CC)C. The catalyst class is: 4. Product: [Cl:14][C:15]1[CH:20]=[C:19]([C:21]2([C:23]([F:26])([F:24])[F:25])[O:1][N:2]=[C:3]([C:4]3[O:8][C:7]([CH3:9])=[C:6]([C:10]([O:12][CH3:13])=[O:11])[CH:5]=3)[CH2:22]2)[CH:18]=[C:17]([Cl:27])[CH:16]=1. (8) Reactant: [Br:1][CH:2]([CH3:16])[C:3]([C:5]1[C:14]2[C:9](=[CH:10][CH:11]=[CH:12][CH:13]=2)[C:8]([Cl:15])=[CH:7][CH:6]=1)=O.[NH:17]1[CH2:21][CH2:20][NH:19][C:18]1=[S:22].CC(O)=O. Product: [BrH:1].[Cl:15][C:8]1[C:9]2[C:14](=[CH:13][CH:12]=[CH:11][CH:10]=2)[C:5]([C:3]2[N:19]3[CH2:20][CH2:21][N:17]=[C:18]3[S:22][C:2]=2[CH3:16])=[CH:6][CH:7]=1. The catalyst class is: 14. (9) Reactant: O=C1N(P(Cl)(N2CCOC2=O)=O)CCO1.[CH3:16][C@@H:17]([C:21]1[CH:26]=[C:25]([C:27]([F:30])([F:29])[F:28])[CH:24]=[C:23]([C:31]([F:34])([F:33])[F:32])[CH:22]=1)[C:18](O)=[O:19].N1C=CC=CC=1.Cl.[O:42]=[C:43]1[CH2:48][CH2:47][C:46]([NH2:55])([C:49]2[CH:54]=[CH:53][CH:52]=[CH:51][CH:50]=2)[CH2:45][CH2:44]1. Product: [CH3:16][C@@H:17]([C:21]1[CH:22]=[C:23]([C:31]([F:32])([F:34])[F:33])[CH:24]=[C:25]([C:27]([F:29])([F:30])[F:28])[CH:26]=1)[C:18]([NH:55][C:46]1([C:49]2[CH:54]=[CH:53][CH:52]=[CH:51][CH:50]=2)[CH2:45][CH2:44][C:43](=[O:42])[CH2:48][CH2:47]1)=[O:19]. The catalyst class is: 4.